From a dataset of Tyrosyl-DNA phosphodiesterase HTS with 341,365 compounds. Binary Classification. Given a drug SMILES string, predict its activity (active/inactive) in a high-throughput screening assay against a specified biological target. (1) The compound is O=C1NCCN(C1CC(=O)N(CCc1ncccc1)C)Cc1ccc(cc1)c1ccccc1. The result is 0 (inactive). (2) The result is 0 (inactive). The drug is O=C(n1nccc1c1ccc(N2CCN(CC2)C)cc1)Nc1ccccc1. (3) The molecule is o1c(c2cc(ccc2)C(O)=O)ccc1/C=N\NC(=O)Cn1c2c(nc1c1nonc1N)cccc2. The result is 1 (active). (4) The molecule is O=C1N(C2CCN(CC2)C(OCC)=O)Cc2c1c(ccc2)C(=O)NCc1cc2OCOc2cc1. The result is 1 (active). (5) The molecule is S(C1=CC(OC1=O)C(C)(C)C)c1ccccc1. The result is 0 (inactive).